This data is from Reaction yield outcomes from USPTO patents with 853,638 reactions. The task is: Predict the reaction yield, written as a fraction of the theoretical maximum amount of product (1.0 means a 100% yield; for example, 0.34 means a 34% yield). (1) The reactants are [C:1]1(B(O)O)[CH:6]=[CH:5][CH:4]=[CH:3][CH:2]=1.N1C=CC=CC=1.[C:16]([O:20][C:21]([NH:23][C@@H:24]([CH2:29][C:30]1[N:31]=[CH:32][NH:33][CH:34]=1)[C:25]([O:27][CH3:28])=[O:26])=[O:22])([CH3:19])([CH3:18])[CH3:17].C(N(CC(O)=O)CC(O)=O)CN(CC(O)=O)CC(O)=O. The catalyst is ClCCl.C(=O)(O)[O-].[Na+].C([O-])(=O)C.[Cu+2].C([O-])(=O)C. The product is [C:16]([O:20][C:21]([NH:23][C@@H:24]([CH2:29][C:30]1[N:31]=[CH:32][N:33]([C:1]2[CH:6]=[CH:5][CH:4]=[CH:3][CH:2]=2)[CH:34]=1)[C:25]([O:27][CH3:28])=[O:26])=[O:22])([CH3:19])([CH3:17])[CH3:18]. The yield is 0.520. (2) The reactants are O1C2C=CC=CC=2OB1.[Br:10][C:11]1[C:12]([N:27]2[CH2:32][CH2:31][C:30](=[C:33]([CH3:35])[CH3:34])[CH2:29][CH2:28]2)=[C:13]([C:19](=[O:26])[C:20]([O:22][CH:23]([CH3:25])[CH3:24])=[O:21])[C:14]([CH3:18])=[N:15][C:16]=1[CH3:17].CB1N2CCC[C@@H]2C(C2C=CC=CC=2)(C2C=CC=CC=2)O1. The catalyst is C1(C)C=CC=CC=1. The product is [Br:10][C:11]1[C:12]([N:27]2[CH2:32][CH2:31][C:30](=[C:33]([CH3:35])[CH3:34])[CH2:29][CH2:28]2)=[C:13]([C@H:19]([OH:26])[C:20]([O:22][CH:23]([CH3:25])[CH3:24])=[O:21])[C:14]([CH3:18])=[N:15][C:16]=1[CH3:17]. The yield is 1.00. (3) The reactants are [NH2:1][CH2:2][C:3]1[CH:8]=[CH:7][C:6]([CH:9]([CH3:31])[C:10]([NH:12][CH2:13][C:14]2[C:15]([C:24]3[CH:25]=[C:26]([CH3:30])[CH:27]=[CH:28][CH:29]=3)=[N:16][C:17]([C:20]([F:23])([F:22])[F:21])=[CH:18][CH:19]=2)=[O:11])=[CH:5][C:4]=1[CH3:32].[CH3:33][S:34](Cl)(=[O:36])=[O:35]. The catalyst is N1C=CC=CC=1.C(OC(=O)C)C. The product is [CH3:32][C:4]1[CH:5]=[C:6]([CH:9]([CH3:31])[C:10]([NH:12][CH2:13][C:14]2[C:15]([C:24]3[CH:25]=[C:26]([CH3:30])[CH:27]=[CH:28][CH:29]=3)=[N:16][C:17]([C:20]([F:23])([F:21])[F:22])=[CH:18][CH:19]=2)=[O:11])[CH:7]=[CH:8][C:3]=1[CH2:2][NH:1][S:34]([CH3:33])(=[O:36])=[O:35]. The yield is 0.610. (4) The reactants are Br[C:2]1[N:3]=[C:4]([NH:23][CH2:24][CH2:25][CH2:26][CH2:27][OH:28])[C:5]2[N:6]([C:8]([C:11]3[CH:22]=[CH:21][C:14]([C:15]([NH:17][CH:18]4[CH2:20][CH2:19]4)=[O:16])=[CH:13][CH:12]=3)=[CH:9][N:10]=2)[CH:7]=1.[CH3:29][C:30]([OH:34])([C:32]#[CH:33])[CH3:31].[F-].C([N+](CCCC)(CCCC)CCCC)CCC.O. The catalyst is O1CCCC1.C1C=CC(P(C2C=CC=CC=2)C2C=CC=CC=2)=CC=1.C1C=CC(P(C2C=CC=CC=2)C2C=CC=CC=2)=CC=1.Cl[Pd]Cl. The product is [CH:18]1([NH:17][C:15](=[O:16])[C:14]2[CH:21]=[CH:22][C:11]([C:8]3[N:6]4[CH:7]=[C:2]([C:33]#[C:32][C:30]([OH:34])([CH3:31])[CH3:29])[N:3]=[C:4]([NH:23][CH2:24][CH2:25][CH2:26][CH2:27][OH:28])[C:5]4=[N:10][CH:9]=3)=[CH:12][CH:13]=2)[CH2:20][CH2:19]1. The yield is 0.0200. (5) The reactants are [Br:1][C:2]1[CH:7]=[CH:6][C:5]([O:8][CH3:9])=[CH:4][C:3]=1[S:10](Cl)(=[O:12])=[O:11].[C:14]([NH2:18])([CH3:17])([CH3:16])[CH3:15].C(N(CC)CC)C. The catalyst is ClCCl. The product is [Br:1][C:2]1[CH:7]=[CH:6][C:5]([O:8][CH3:9])=[CH:4][C:3]=1[S:10]([NH:18][C:14]([CH3:17])([CH3:16])[CH3:15])(=[O:12])=[O:11]. The yield is 0.930. (6) The reactants are [Cl:1][C:2]1[CH:7]=[CH:6][C:5]([NH:8][CH2:9][CH2:10][C:11]2[CH:12]=[C:13]([OH:17])[CH:14]=[CH:15][CH:16]=2)=[CH:4][CH:3]=1.[C:18]1([CH2:24][CH:25]=O)[CH:23]=[CH:22][CH:21]=[CH:20][CH:19]=1.FC(F)(F)C(O)=O. The catalyst is C(Cl)Cl. The product is [Cl:1][C:2]1[CH:7]=[CH:6][C:5]([N:8]2[CH2:9][CH2:10][C:11]3[C:16](=[CH:15][CH:14]=[C:13]([OH:17])[CH:12]=3)[CH:25]2[CH2:24][C:18]2[CH:23]=[CH:22][CH:21]=[CH:20][CH:19]=2)=[CH:4][CH:3]=1. The yield is 0.720. (7) The reactants are [O:1]1[CH:5]=[CH:4][CH:3]=[C:2]1[C:6]1[N:11]=[C:10](S(C)(=O)=O)[N:9]=[C:8]([NH2:16])[CH:7]=1.[NH:17]1[CH:21]=[N:20][CH:19]=[N:18]1.C(=O)([O-])[O-].[K+].[K+].O. The catalyst is CN(C=O)C. The product is [O:1]1[CH:5]=[CH:4][CH:3]=[C:2]1[C:6]1[N:11]=[C:10]([N:17]2[CH:21]=[N:20][CH:19]=[N:18]2)[N:9]=[C:8]([NH2:16])[CH:7]=1. The yield is 0.350. (8) The reactants are [F:1][C:2]1([F:17])[O:6][C:5]2[CH:7]=[CH:8][C:9]([C:11]3([C:14]([OH:16])=O)[CH2:13][CH2:12]3)=[CH:10][C:4]=2[O:3]1.F[P-](F)(F)(F)(F)F.CN(C(N(C)C)=[N+]1C2C(=NC=CC=2)[N+]([O-])=N1)C.FC(F)(F)C(O)=O.[NH2:49][CH:50]1[CH2:55][C@@H:54]([CH:56]2[CH2:58][CH2:57]2)[O:53][C@@H:52]([C:59]2[CH:68]=[CH:67][C:62]([C:63]([O:65][CH3:66])=[O:64])=[CH:61][CH:60]=2)[CH2:51]1.C(N(C(C)C)C(C)C)C. The catalyst is CN(C=O)C. The product is [CH:56]1([C@H:54]2[O:53][C@@H:52]([C:59]3[CH:68]=[CH:67][C:62]([C:63]([O:65][CH3:66])=[O:64])=[CH:61][CH:60]=3)[CH2:51][CH:50]([NH:49][C:14]([C:11]3([C:9]4[CH:8]=[CH:7][C:5]5[O:6][C:2]([F:1])([F:17])[O:3][C:4]=5[CH:10]=4)[CH2:12][CH2:13]3)=[O:16])[CH2:55]2)[CH2:58][CH2:57]1. The yield is 0.890. (9) The reactants are [ClH:1].[CH3:2][C:3]1([CH3:9])[NH:7][NH:6][C:5](=O)[CH2:4]1.O=P(Cl)(Cl)[Cl:12]. No catalyst specified. The product is [ClH:12].[Cl:1][C:5]1[CH2:4][C:3]([CH3:9])([CH3:2])[NH:7][N:6]=1. The yield is 1.00.